This data is from Forward reaction prediction with 1.9M reactions from USPTO patents (1976-2016). The task is: Predict the product of the given reaction. (1) Given the reactants [O:1]=[C:2]1[C:7]2[NH:8][C:9]3[CH:10]=[CH:11][CH:12]=[CH:13][C:14]=3[C:6]=2[N:5]=[C:4]([S:15][CH2:16][C:17](O)=[O:18])[N:3]1[C:20]1[CH:25]=[CH:24][CH:23]=[CH:22][CH:21]=1.[NH2:26][CH:27]([CH2:29][CH2:30][CH3:31])[CH3:28].C(N(CC)CC)C.CN(C(ON1N=NC2C=CC=NC1=2)=[N+](C)C)C.F[P-](F)(F)(F)(F)F, predict the reaction product. The product is: [O:1]=[C:2]1[C:7]2[NH:8][C:9]3[CH:10]=[CH:11][CH:12]=[CH:13][C:14]=3[C:6]=2[N:5]=[C:4]([S:15][CH2:16][C:17]([NH:26][CH:27]([CH2:29][CH2:30][CH3:31])[CH3:28])=[O:18])[N:3]1[C:20]1[CH:21]=[CH:22][CH:23]=[CH:24][CH:25]=1. (2) Given the reactants [F:1][C:2]([F:38])([F:37])[C:3]1[CH:4]=[CH:5][C:6]([O:9][C:10]2[CH:15]=[CH:14][C:13]([O:16][C:17]([N:19]3[CH2:24][CH2:23][CH:22]([O:25][C:26]4[CH:31]=[CH:30][C:29]([CH2:32][C:33]([O:35]C)=[O:34])=[CH:28][CH:27]=4)[CH2:21][CH2:20]3)=[O:18])=[CH:12][CH:11]=2)=[N:7][CH:8]=1, predict the reaction product. The product is: [F:38][C:2]([F:1])([F:37])[C:3]1[CH:4]=[CH:5][C:6]([O:9][C:10]2[CH:11]=[CH:12][C:13]([O:16][C:17]([N:19]3[CH2:24][CH2:23][CH:22]([O:25][C:26]4[CH:31]=[CH:30][C:29]([CH2:32][C:33]([OH:35])=[O:34])=[CH:28][CH:27]=4)[CH2:21][CH2:20]3)=[O:18])=[CH:14][CH:15]=2)=[N:7][CH:8]=1.